Dataset: Forward reaction prediction with 1.9M reactions from USPTO patents (1976-2016). Task: Predict the product of the given reaction. (1) Given the reactants Cl[C:2]1[N:7]=[CH:6][N:5]=[C:4]([NH2:8])[C:3]=1[C:9]1[N:13]=[CH:12][N:11]([CH3:14])[N:10]=1.[NH2:15][C@H:16]([C:19]1[N:28]([CH:29]2[CH2:31][CH2:30]2)[C:27](=[O:32])[C:26]2[C:21](=[CH:22][CH:23]=[CH:24][C:25]=2[CH3:33])[N:20]=1)[CH2:17][CH3:18].CCN(C(C)C)C(C)C.CCOC(C)=O, predict the reaction product. The product is: [NH2:8][C:4]1[N:5]=[CH:6][N:7]=[C:2]([NH:15][C@H:16]([C:19]2[N:28]([CH:29]3[CH2:31][CH2:30]3)[C:27](=[O:32])[C:26]3[C:21](=[CH:22][CH:23]=[CH:24][C:25]=3[CH3:33])[N:20]=2)[CH2:17][CH3:18])[C:3]=1[C:9]1[N:13]=[CH:12][N:11]([CH3:14])[N:10]=1. (2) The product is: [CH3:24][C:25]1[CH:26]=[CH:27][C:28]([S:31]([C:34]2[CH:35]=[C:36]([CH2:43][OH:44])[C:37]3[O:41][CH:40]=[CH:39][C:38]=3[CH:42]=2)(=[O:33])=[O:32])=[CH:29][CH:30]=1. Given the reactants COC1C=CC(C)=CC=1S(C1C=C(CO)C2OC=CC=2C=1)(=O)=O.[CH3:24][C:25]1[CH:30]=[CH:29][C:28]([S:31]([C:34]2[CH:35]=[C:36]([C:43](OC)=[O:44])[C:37]3[O:41][CH:40]=[CH:39][C:38]=3[CH:42]=2)(=[O:33])=[O:32])=[CH:27][CH:26]=1, predict the reaction product.